From a dataset of Reaction yield outcomes from USPTO patents with 853,638 reactions. Predict the reaction yield, written as a fraction of the theoretical maximum amount of product (1.0 means a 100% yield; for example, 0.34 means a 34% yield). (1) The reactants are [NH2:1][C:2]1[N:7]([CH2:8][CH2:9][CH2:10][CH2:11][CH3:12])[C:6](=[O:13])[NH:5][C:4](=[O:14])[C:3]=1[N:15]=O.N.S(S([O-])=O)([O-])=O.[Na+].[Na+]. The catalyst is O. The product is [NH2:15][C:3]1[C:4](=[O:14])[NH:5][C:6](=[O:13])[N:7]([CH2:8][CH2:9][CH2:10][CH2:11][CH3:12])[C:2]=1[NH2:1]. The yield is 0.850. (2) The reactants are [F:1][C@H:2]1[CH2:4][C@H:3]1[C:5]([NH:7][C:8]1[N:9]=[CH:10][C:11]2[C:16]([CH:17]=1)=[CH:15][CH:14]=[C:13]([C:18]1[CH:19]=[N:20][C:21]([CH:25]([OH:30])[C:26]([F:29])([F:28])[F:27])=[CH:22][C:23]=1[CH3:24])[CH:12]=2)=[O:6].ClCCl.CC(OI1(OC(C)=O)(OC(C)=O)OC(=O)C2C=CC=CC1=2)=[O:36]. The catalyst is S([O-])([O-])(=O)=S.[Na+].[Na+]. The product is [F:1][C@H:2]1[CH2:4][C@H:3]1[C:5]([NH:7][C:8]1[N:9]=[CH:10][C:11]2[C:16]([CH:17]=1)=[CH:15][CH:14]=[C:13]([C:18]1[CH:19]=[N:20][C:21]([C:25]([OH:36])([OH:30])[C:26]([F:29])([F:28])[F:27])=[CH:22][C:23]=1[CH3:24])[CH:12]=2)=[O:6]. The yield is 0.790. (3) The reactants are [CH2:1]([C:3]1[CH:21]=[CH:20][C:6]([O:7][C:8]2[CH:9]=[CH:10][C:11]3[N:15]=[C:14]([CH2:16][OH:17])[N:13]([CH3:18])[C:12]=3[CH:19]=2)=[CH:5][CH:4]=1)[CH3:2].O[C:23]1[CH:24]=[C:25]([CH:30]=[CH:31][CH:32]=1)[C:26]([O:28][CH3:29])=[O:27].C(P(CCCC)CCCC)CCC.N(C(N1CCCCC1)=O)=NC(N1CCCCC1)=O. The catalyst is ClCCl. The product is [CH2:1]([C:3]1[CH:21]=[CH:20][C:6]([O:7][C:8]2[CH:9]=[CH:10][C:11]3[N:15]=[C:14]([CH2:16][O:17][C:23]4[CH:24]=[C:25]([CH:30]=[CH:31][CH:32]=4)[C:26]([O:28][CH3:29])=[O:27])[N:13]([CH3:18])[C:12]=3[CH:19]=2)=[CH:5][CH:4]=1)[CH3:2]. The yield is 0.720. (4) The reactants are C1(P(C2C=CC=CC=2)C2C=CC=CC=2)C=CC=CC=1.II.[Si]([O:29][C:30]1[CH:63]=[CH:62][C:33]([C:34]([NH:36][NH:37][C:38](=O)[C@H:39]([NH:50][C:51]2[CH:56]=[CH:55][C:54]([C:57]#[N:58])=[C:53]([Cl:59])[C:52]=2[CH3:60])[C@H:40]([O:42][Si:43]([C:46]([CH3:49])([CH3:48])[CH3:47])([CH3:45])[CH3:44])[CH3:41])=[O:35])=[CH:32][C:31]=1[Cl:64])(C(C)(C)C)(C)C. The catalyst is C(Cl)Cl. The product is [Si:43]([O:42][C@H:40]([CH3:41])[C@@H:39]([NH:50][C:51]1[CH:56]=[CH:55][C:54]([C:57]#[N:58])=[C:53]([Cl:59])[C:52]=1[CH3:60])[C:38]1[O:35][C:34]([C:33]2[CH:62]=[CH:63][C:30]([OH:29])=[C:31]([Cl:64])[CH:32]=2)=[N:36][N:37]=1)([C:46]([CH3:48])([CH3:47])[CH3:49])([CH3:44])[CH3:45]. The yield is 0.880. (5) The reactants are Cl[CH2:2][C:3]1[N:4]=[C:5]([NH2:8])[S:6][CH:7]=1.[CH3:9][NH2:10]. No catalyst specified. The product is [CH3:9][NH:10][CH2:2][C:3]1[N:4]=[C:5]([NH2:8])[S:6][CH:7]=1. The yield is 0.150. (6) The reactants are [Cl:1][C:2]1[NH:3][C:4](Cl)=[C:5]2[C:9]([N:10]=1)=[N:8][CH:7]=[N:6]2.[NH3:12]. The catalyst is C(O)(C)C. The product is [Cl:1][C:2]1[NH:3][C:4]([NH2:12])=[C:5]2[C:9]([N:10]=1)=[N:8][CH:7]=[N:6]2. The yield is 1.00. (7) The reactants are [CH2:1]([CH:11]([CH2:63][CH2:64][CH2:65][CH2:66][CH2:67][CH2:68]CCCCCC)[CH2:12][N:13]=[C:14]([C:16]1[C:25]2[C:24]([C:26]([OH:28])=[O:27])=[C:23]([Br:29])[C:22]([Br:30])=[C:21]([C:31]([OH:33])=[O:32])[C:20]=2[C:19]([C:34](=[N:36][CH2:37][CH:38]([CH2:51][CH2:52][CH2:53][CH2:54][CH2:55][CH2:56]CCCC)[CH2:39][CH2:40][CH2:41][CH2:42][CH2:43][CH2:44]CCCCCC)[OH:35])=[C:18]([Br:61])[C:17]=1[Br:62])[OH:15])[CH2:2][CH2:3][CH2:4][CH2:5][CH2:6]CCCC.C(C(CCCCCC)CN)CCCCC. No catalyst specified. The product is [CH2:51]([CH:38]([CH2:39][CH2:40][CH2:41][CH2:42][CH2:43][CH3:44])[CH2:37][N:36]=[C:34]([C:19]1[C:20]2[C:21]([C:31]([OH:33])=[O:32])=[C:22]([Br:30])[C:23]([Br:29])=[C:24]([C:26]([OH:28])=[O:27])[C:25]=2[C:16]([C:14](=[N:13][CH2:12][CH:11]([CH2:1][CH2:2][CH2:3][CH2:4][CH2:5][CH3:6])[CH2:63][CH2:64][CH2:65][CH2:66][CH2:67][CH3:68])[OH:15])=[C:17]([Br:62])[C:18]=1[Br:61])[OH:35])[CH2:52][CH2:53][CH2:54][CH2:55][CH3:56]. The yield is 0.220.